This data is from Catalyst prediction with 721,799 reactions and 888 catalyst types from USPTO. The task is: Predict which catalyst facilitates the given reaction. (1) Reactant: [N:1]1([C:10]2[CH:11]=[C:12]([NH:16][C:17]3[C:22]([N+:23]([O-:25])=[O:24])=[CH:21][CH:20]=[CH:19][N:18]=3)[CH:13]=[CH:14][CH:15]=2)[C:9]2[C:4](=[CH:5][CH:6]=[CH:7][CH:8]=2)[CH:3]=[CH:2]1.[C:26](OC(=O)C)(=[O:28])[CH3:27].[Cl-].[Al+3].[Cl-].[Cl-].[OH-].[Na+]. Product: [C:26]([C:3]1[C:4]2[C:9](=[CH:8][CH:7]=[CH:6][CH:5]=2)[N:1]([C:10]2[CH:11]=[C:12]([NH:16][C:17]3[C:22]([N+:23]([O-:25])=[O:24])=[CH:21][CH:20]=[CH:19][N:18]=3)[CH:13]=[CH:14][CH:15]=2)[CH:2]=1)(=[O:28])[CH3:27]. The catalyst class is: 2. (2) Reactant: FC(F)(F)C(O)=O.[OH:8][C:9]1[CH:10]=[C:11]([CH:16]=[CH:17][C:18]=1[N:19]1[CH:23]=[CH:22][CH:21]=[CH:20]1)[C:12]([O:14][CH3:15])=[O:13].O=[C:25]1[CH2:30][CH2:29][N:28]([C:31]([O:33][C:34]([CH3:37])([CH3:36])[CH3:35])=[O:32])[CH2:27][CH2:26]1. Product: [N:28]1([C:31]([O:33][C:34]([CH3:37])([CH3:36])[CH3:35])=[O:32])[CH2:29][CH2:30][C:25]2([O:8][C:9]3[CH:10]=[C:11]([C:12]([O:14][CH3:15])=[O:13])[CH:16]=[CH:17][C:18]=3[N:19]3[CH:23]=[CH:22][CH:21]=[C:20]23)[CH2:26][CH2:27]1. The catalyst class is: 4. (3) Reactant: [CH3:1][C:2]1[CH:3]=[C:4]([N:9]([C:40]2[CH:45]=[CH:44][CH:43]=[CH:42][CH:41]=2)[C:10]2[CH:15]=[C:14](B3OC(C)(C)C(C)(C)O3)[CH:13]=[C:12]([N:25]([C:32]3[CH:37]=[C:36]([CH3:38])[CH:35]=[C:34]([CH3:39])[CH:33]=3)[C:26]3[CH:31]=[CH:30][CH:29]=[CH:28][CH:27]=3)[CH:11]=2)[CH:5]=[C:6]([CH3:8])[CH:7]=1.Br[C:47]1[C:56]2[C:51](=[CH:52][CH:53]=[CH:54][CH:55]=2)[C:50]([Br:57])=[CH:49][CH:48]=1.C([O-])([O-])=O.[K+].[K+].C1COCC1. Product: [Br:57][C:50]1[C:51]2[C:56](=[CH:55][CH:54]=[CH:53][CH:52]=2)[C:47]([C:14]2[CH:13]=[C:12]([N:25]([C:32]3[CH:33]=[C:34]([CH3:39])[CH:35]=[C:36]([CH3:38])[CH:37]=3)[C:26]3[CH:31]=[CH:30][CH:29]=[CH:28][CH:27]=3)[CH:11]=[C:10]([N:9]([C:4]3[CH:5]=[C:6]([CH3:8])[CH:7]=[C:2]([CH3:1])[CH:3]=3)[C:40]3[CH:41]=[CH:42][CH:43]=[CH:44][CH:45]=3)[CH:15]=2)=[CH:48][CH:49]=1. The catalyst class is: 103. (4) Reactant: [F:1][C:2]([C:27]([F:30])([F:29])[F:28])([C:23]([F:26])([F:25])[F:24])[CH2:3][CH:4]([CH2:12][C:13]([F:22])([C:18]([F:21])([F:20])[F:19])[C:14]([F:17])([F:16])[F:15])[CH2:5][CH2:6][CH2:7][S:8](Cl)(=[O:10])=[O:9].[CH2:31]([CH2:33][NH2:34])[OH:32]. Product: [OH:32][CH2:31][CH2:33][NH:34][S:8]([CH2:7][CH2:6][CH2:5][CH:4]([CH2:12][C:13]([F:22])([C:18]([F:21])([F:20])[F:19])[C:14]([F:17])([F:16])[F:15])[CH2:3][C:2]([F:1])([C:27]([F:30])([F:29])[F:28])[C:23]([F:26])([F:25])[F:24])(=[O:10])=[O:9]. The catalyst class is: 4. (5) Reactant: [S:1]1[CH:5]=[CH:4][C:3]2[C:6]([N:10]3[CH2:15][CH2:14][N:13]([CH2:16][CH2:17][CH2:18][O:19][C:20]4[CH:29]=[C:28]5[C:23]([CH2:24][CH2:25][N:26]([CH3:31])[C:27]5=[O:30])=[CH:22][CH:21]=4)[CH2:12][CH2:11]3)=[CH:7][CH:8]=[CH:9][C:2]1=2.C(O)C.[ClH:35]. Product: [ClH:35].[S:1]1[CH:5]=[CH:4][C:3]2[C:6]([N:10]3[CH2:11][CH2:12][N:13]([CH2:16][CH2:17][CH2:18][O:19][C:20]4[CH:29]=[C:28]5[C:23]([CH2:24][CH2:25][N:26]([CH3:31])[C:27]5=[O:30])=[CH:22][CH:21]=4)[CH2:14][CH2:15]3)=[CH:7][CH:8]=[CH:9][C:2]1=2. The catalyst class is: 8.